From a dataset of Catalyst prediction with 721,799 reactions and 888 catalyst types from USPTO. Predict which catalyst facilitates the given reaction. (1) Reactant: [CH:1]1([NH:7][C:8](=[NH:18])[CH2:9][C:10](=[O:17])[C:11]2[CH:16]=[CH:15][CH:14]=[CH:13][CH:12]=2)[CH2:6][CH2:5][CH2:4][CH2:3][CH2:2]1.[C:19](OC)(=[O:22])[C:20]#[CH:21]. Product: [C:10]([C:9]1[CH:21]=[CH:20][C:19](=[O:22])[NH:18][C:8]=1[NH:7][CH:1]1[CH2:2][CH2:3][CH2:4][CH2:5][CH2:6]1)(=[O:17])[C:11]1[CH:16]=[CH:15][CH:14]=[CH:13][CH:12]=1. The catalyst class is: 5. (2) Reactant: [OH:1][PH2:2]=[O:3].[OH2:4].C([O-])(=O)C.[Ca+2:9].C([O-])(=O)C.[OH2:14].O.O.O.O.[N+]([O-])([O-])=O.[Ca+2].[N+]([O-])([O-])=O. Product: [P:2]([O-:14])([O-:4])([O-:1])=[O:3].[Ca+2:9].[P:2]([O-:14])([O-:4])([O-:1])=[O:3].[Ca+2:9].[Ca+2:9]. The catalyst class is: 15. (3) Reactant: C1(C)C=CC(S(O[CH2:11][F:12])(=O)=O)=CC=1.[OH:14][C:15]1[CH:16]=[CH:17][C:18]([C:21]([O:23][CH3:24])=[O:22])=[N:19][CH:20]=1.C(=O)([O-])[O-].[Cs+].[Cs+].[Cl-].[NH4+]. Product: [F:12][CH2:11][O:14][C:15]1[CH:16]=[CH:17][C:18]([C:21]([O:23][CH3:24])=[O:22])=[N:19][CH:20]=1. The catalyst class is: 39. (4) Reactant: [CH3:1][C:2]1[CH:3]=[C:4]([OH:9])[C:5](=[CH:7][CH:8]=1)[OH:6].[OH-].[Na+].[CH2:12](Cl)Cl. Product: [CH2:12]1[O:6][C:5]2[CH:7]=[CH:8][C:2]([CH3:1])=[CH:3][C:4]=2[O:9]1. The catalyst class is: 13. (5) Reactant: [CH3:1][N:2]1[C@@H:12]2[CH2:13][C:14]3[CH:19]=[CH:18][C:17]([OH:20])=[C:16]4[O:21][C@H:6]5[C:7]([CH:9]=[CH:10][C@:11]2([OH:22])[C@:5]5([C:15]=34)[CH2:4][CH2:3]1)=[O:8].[CH2:23](N(CC)CC)[CH3:24].C(OCC=C)(=O)C. Product: [CH2:23]=[CH:24][CH2:1][N:2]1[C@@H:12]2[CH2:13][C:14]3[CH:19]=[CH:18][C:17]([OH:20])=[C:16]4[O:21][C@H:6]5[C:7]([CH2:9][CH2:10][C@:11]2([OH:22])[C@:5]5([C:15]=34)[CH2:4][CH2:3]1)=[O:8]. The catalyst class is: 11.